This data is from Forward reaction prediction with 1.9M reactions from USPTO patents (1976-2016). The task is: Predict the product of the given reaction. (1) Given the reactants C([N:14]1[CH2:17][CH:16]([O:18][C:19]2[CH:24]=[CH:23][C:22]([Cl:25])=[C:21]([Cl:26])[CH:20]=2)[CH2:15]1)(C1C=CC=CC=1)C1C=CC=CC=1.ClC(OC(Cl)=O)C, predict the reaction product. The product is: [ClH:25].[Cl:26][C:21]1[CH:20]=[C:19]([CH:24]=[CH:23][C:22]=1[Cl:25])[O:18][CH:16]1[CH2:15][NH:14][CH2:17]1. (2) The product is: [CH2:1]([O:3][C:4]1[CH:9]=[CH:8][C:7]([NH2:10])=[CH:6][N:5]=1)[CH3:2]. Given the reactants [CH2:1]([O:3][C:4]1[CH:9]=[CH:8][C:7]([N+:10]([O-])=O)=[CH:6][N:5]=1)[CH3:2], predict the reaction product.